This data is from Catalyst prediction with 721,799 reactions and 888 catalyst types from USPTO. The task is: Predict which catalyst facilitates the given reaction. (1) Reactant: [C:1](O)([C:3](F)(F)F)=[O:2].[CH3:8][O:9][C:10]1[CH:11]=[C:12]([C:22]2[CH:23]=[C:24]([O:31][C@@H:32]([C@H:34]3[CH2:38][NH:37][C:36](=[O:39])[CH2:35]3)[CH3:33])[C:25]3[S:29][CH:28]=[N:27][C:26]=3[CH:30]=2)[CH:13]=[CH:14][C:15]=1[N:16]1[CH2:21][CH2:20][NH:19][CH2:18][CH2:17]1.CCN(CC)CC.C(OC(=O)C)(=O)C. Product: [C:1]([N:19]1[CH2:18][CH2:17][N:16]([C:15]2[CH:14]=[CH:13][C:12]([C:22]3[CH:23]=[C:24]([O:31][C@@H:32]([C@H:34]4[CH2:38][NH:37][C:36](=[O:39])[CH2:35]4)[CH3:33])[C:25]4[S:29][CH:28]=[N:27][C:26]=4[CH:30]=3)=[CH:11][C:10]=2[O:9][CH3:8])[CH2:21][CH2:20]1)(=[O:2])[CH3:3]. The catalyst class is: 2. (2) Product: [F:1][CH:2]([F:24])[O:3][C:4]1[CH:5]=[C:6]([N:10]2[CH:15]=[CH:14][C:13](=[O:16])[C:12]([C:17]3[N:25]([C:27]4[CH:32]=[CH:31][CH:30]=[CH:29][N:28]=4)[N:20]=[CH:19][CH:18]=3)=[N:11]2)[CH:7]=[CH:8][CH:9]=1. Reactant: [F:1][CH:2]([F:24])[O:3][C:4]1[CH:5]=[C:6]([N:10]2[CH:15]=[CH:14][C:13](=[O:16])[C:12]([C:17](=O)/[CH:18]=[CH:19]/[N:20](C)C)=[N:11]2)[CH:7]=[CH:8][CH:9]=1.[NH:25]([C:27]1[CH:32]=[CH:31][CH:30]=[CH:29][N:28]=1)N. The catalyst class is: 361. (3) Reactant: [CH2:1]([NH:8][C:9](=[O:21])[C@H:10]([NH:13]C(=O)OC(C)(C)C)[CH2:11][OH:12])[C:2]1[CH:7]=[CH:6][CH:5]=[CH:4][CH:3]=1.Cl[CH2:23]Cl.[OH-].[Na+].S(OC)(OC)(=O)=O. Product: [NH2:13][C@H:10]([CH2:11][O:12][CH3:23])[C:9]([NH:8][CH2:1][C:2]1[CH:7]=[CH:6][CH:5]=[CH:4][CH:3]=1)=[O:21]. The catalyst class is: 568. (4) Product: [Br:7][C:8]1[CH:9]=[C:10]([C:22]([CH3:25])([CH3:24])[CH3:23])[C:11]([O:20][CH3:21])=[C:12]([N:14]2[CH2:15][CH2:16][N:17]([C:4](=[O:5])[CH2:3][O:2][CH3:1])[CH2:18][CH2:19]2)[CH:13]=1. The catalyst class is: 124. Reactant: [CH3:1][O:2][CH2:3][C:4](Cl)=[O:5].[Br:7][C:8]1[CH:9]=[C:10]([C:22]([CH3:25])([CH3:24])[CH3:23])[C:11]([O:20][CH3:21])=[C:12]([N:14]2[CH2:19][CH2:18][NH:17][CH2:16][CH2:15]2)[CH:13]=1.C(N(CC)CC)C. (5) Reactant: [CH:1]1[C:10]2[C:5](=[CH:6][CH:7]=[CH:8][CH:9]=2)[CH:4]=[C:3]([C:11](O)=O)[N:2]=1.Cl.CN[O:17][CH3:18].C[CH2:20][N:21]=[C:22]=NCCCN(C)C.C(N(CC)CC)C.[OH2:37]. Product: [CH3:18][O:17][N:21]([CH3:22])[C:20]([CH2:11][C:3]1[N:2]=[CH:1][C:10]2[C:5]([CH:4]=1)=[CH:6][CH:7]=[CH:8][CH:9]=2)=[O:37]. The catalyst class is: 4.